From a dataset of Full USPTO retrosynthesis dataset with 1.9M reactions from patents (1976-2016). Predict the reactants needed to synthesize the given product. (1) Given the product [Cl:22][C:19]1[CH:20]=[CH:21][C:16]([CH2:15][NH:14][CH:11]2[CH2:12][CH2:13][NH:8][CH2:9][CH2:10]2)=[CH:17][C:18]=1[N+:23]([O-:25])=[O:24], predict the reactants needed to synthesize it. The reactants are: C(OC([N:8]1[CH2:13][CH2:12][CH:11]([NH:14][CH2:15][C:16]2[CH:21]=[CH:20][C:19]([Cl:22])=[C:18]([N+:23]([O-:25])=[O:24])[CH:17]=2)[CH2:10][CH2:9]1)=O)(C)(C)C.Cl. (2) Given the product [CH3:20][O:19][C:11]1[C:12]([O:17][CH3:18])=[CH:13][C:14]2[C:15]3[CH:16]=[N:1][NH:5][C:6]=3[CH:7]=[N:8][C:9]=2[CH:10]=1, predict the reactants needed to synthesize it. The reactants are: [N:1]([O-])=O.[Na+].[NH2:5][C:6]1[CH:7]=[N:8][C:9]2[C:14]([C:15]=1[CH3:16])=[CH:13][C:12]([O:17][CH3:18])=[C:11]([O:19][CH3:20])[CH:10]=2.